Task: Predict the reactants needed to synthesize the given product.. Dataset: Full USPTO retrosynthesis dataset with 1.9M reactions from patents (1976-2016) (1) Given the product [O:28]1[CH2:32][CH2:31][O:30][CH:29]1[C:33]1[O:37][C:36]([C:2]2[N:27]=[CH:26][C:5]3[N:6]=[CH:7][N:8]=[C:9]([NH:10][C:11]4[CH:16]=[CH:15][C:14]([O:17][CH2:18][C:19]5[CH:24]=[CH:23][CH:22]=[C:21]([F:25])[CH:20]=5)=[CH:13][CH:12]=4)[C:4]=3[CH:3]=2)=[CH:35][CH:34]=1, predict the reactants needed to synthesize it. The reactants are: Cl[C:2]1[N:27]=[CH:26][C:5]2[N:6]=[CH:7][N:8]=[C:9]([NH:10][C:11]3[CH:16]=[CH:15][C:14]([O:17][CH2:18][C:19]4[CH:24]=[CH:23][CH:22]=[C:21]([F:25])[CH:20]=4)=[CH:13][CH:12]=3)[C:4]=2[CH:3]=1.[O:28]1[CH2:32][CH2:31][O:30][CH:29]1[C:33]1[O:37][C:36]([Sn](CCCC)(CCCC)CCCC)=[CH:35][CH:34]=1. (2) Given the product [Cl:15][C:16]1[CH:17]=[C:18]2[C:22](=[CH:23][CH:24]=1)[NH:21][C:20]([C:25]([NH:1][C@@H:2]1[CH2:7][CH2:6][CH2:5][NH:4][CH2:3]1)=[O:26])=[C:19]2[CH3:28], predict the reactants needed to synthesize it. The reactants are: [NH2:1][C@@H:2]1[CH2:7][CH2:6][CH2:5][N:4](C(OC(C)(C)C)=O)[CH2:3]1.[Cl:15][C:16]1[CH:17]=[C:18]2[C:22](=[CH:23][CH:24]=1)[NH:21][C:20]([C:25](O)=[O:26])=[C:19]2[CH3:28].N.